From a dataset of Forward reaction prediction with 1.9M reactions from USPTO patents (1976-2016). Predict the product of the given reaction. (1) Given the reactants Br[C:2]1[CH:3]=[C:4]([C:15]#[N:16])[CH:5]=[C:6]2[C:10]=1[N:9]([CH3:11])[C:8]([C:12]([NH2:14])=[O:13])=[CH:7]2.[F:17][C:18]1[CH:23]=[CH:22][C:21](B(O)O)=[CH:20][CH:19]=1, predict the reaction product. The product is: [C:15]([C:4]1[CH:5]=[C:6]2[C:10](=[C:2]([C:21]3[CH:22]=[CH:23][C:18]([F:17])=[CH:19][CH:20]=3)[CH:3]=1)[N:9]([CH3:11])[C:8]([C:12]([NH2:14])=[O:13])=[CH:7]2)#[N:16]. (2) Given the reactants [C:1]([O:4][CH:5]1[C:9]2=[N:10][CH:11]=[C:12]([NH2:29])[C:13]([N:14]3[CH2:19][C@H:18]([CH3:20])[CH2:17][C@H:16]([NH:21][C:22]([O:24][C:25]([CH3:28])([CH3:27])[CH3:26])=[O:23])[CH2:15]3)=[C:8]2[CH2:7][CH2:6]1)(=[O:3])[CH3:2].[C:30]([O:34][C:35]([NH:37][C:38]1[C:39]([C:53](O)=[O:54])=[N:40][C:41]([C:45]2[C:50]([F:51])=[CH:49][CH:48]=[CH:47][C:46]=2[F:52])=[C:42]([F:44])[CH:43]=1)=[O:36])([CH3:33])([CH3:32])[CH3:31].CN(C(ON1N=NC2C=CC=NC1=2)=[N+](C)C)C.F[P-](F)(F)(F)(F)F.CCN(C(C)C)C(C)C, predict the reaction product. The product is: [C:1]([O:4][CH:5]1[C:9]2=[N:10][CH:11]=[C:12]([NH:29][C:53]([C:39]3[C:38]([NH:37][C:35]([O:34][C:30]([CH3:33])([CH3:32])[CH3:31])=[O:36])=[CH:43][C:42]([F:44])=[C:41]([C:45]4[C:50]([F:51])=[CH:49][CH:48]=[CH:47][C:46]=4[F:52])[N:40]=3)=[O:54])[C:13]([N:14]3[CH2:19][C@H:18]([CH3:20])[CH2:17][C@H:16]([NH:21][C:22]([O:24][C:25]([CH3:28])([CH3:27])[CH3:26])=[O:23])[CH2:15]3)=[C:8]2[CH2:7][CH2:6]1)(=[O:3])[CH3:2]. (3) Given the reactants [CH:1]([C:4]1[CH:5]=[C:6]([CH:32]=[CH:33][CH:34]=1)[CH2:7][N:8]1[C@@H:16]2[C@H:11]([C@H:12]([CH2:19][C:20]3[CH:21]=[CH:22][C:23]([O:29]C)=[C:24]([CH:28]=3)[C:25]([OH:27])=[O:26])[CH2:13][S:14](=[O:18])(=[O:17])[CH2:15]2)[O:10][C:9]1=[O:31])([CH3:3])[CH3:2].B(Br)(Br)Br.CO, predict the reaction product. The product is: [OH:29][C:23]1[CH:22]=[CH:21][C:20]([CH2:19][C@H:12]2[C@H:11]3[C@@H:16]([N:8]([CH2:7][C:6]4[CH:32]=[CH:33][CH:34]=[C:4]([CH:1]([CH3:2])[CH3:3])[CH:5]=4)[C:9](=[O:31])[O:10]3)[CH2:15][S:14](=[O:18])(=[O:17])[CH2:13]2)=[CH:28][C:24]=1[C:25]([OH:27])=[O:26]. (4) Given the reactants [CH3:1][C:2]1[S:6][C:5]([S:7](Cl)(=[O:9])=[O:8])=[CH:4][CH:3]=1.[O:11]1[C:16]2([CH2:21][CH2:20][N:19]([CH2:22][C:23]3[CH:24]=[C:25]([CH2:30][CH2:31][OH:32])[CH:26]=[C:27]([F:29])[CH:28]=3)[CH2:18][CH2:17]2)[CH2:15][NH:14][CH2:13][CH2:12]1.C(N(C(C)C)C(C)C)C, predict the reaction product. The product is: [F:29][C:27]1[CH:26]=[C:25]([CH2:30][CH2:31][OH:32])[CH:24]=[C:23]([CH2:22][N:19]2[CH2:18][CH2:17][C:16]3([O:11][CH2:12][CH2:13][N:14]([S:7]([C:5]4[S:6][C:2]([CH3:1])=[CH:3][CH:4]=4)(=[O:9])=[O:8])[CH2:15]3)[CH2:21][CH2:20]2)[CH:28]=1. (5) Given the reactants Cl[C:2]1[N:7]=[CH:6][N:5]=[C:4]([N:8]2[CH2:13][CH2:12][CH:11]([C:14]3[O:18][N:17]=[C:16]([C:19]([F:22])([CH3:21])[CH3:20])[N:15]=3)[CH2:10][CH2:9]2)[C:3]=1[F:23].[NH2:24][C:25]1[CH:35]=[CH:34][C:28]([C:29]([O:31][CH2:32][CH3:33])=[O:30])=[CH:27][C:26]=1[F:36].C([O-])([O-])=O.[Cs+].[Cs+], predict the reaction product. The product is: [F:36][C:26]1[CH:27]=[C:28]([CH:34]=[CH:35][C:25]=1[NH:24][C:2]1[C:3]([F:23])=[C:4]([N:8]2[CH2:13][CH2:12][CH:11]([C:14]3[O:18][N:17]=[C:16]([C:19]([F:22])([CH3:21])[CH3:20])[N:15]=3)[CH2:10][CH2:9]2)[N:5]=[CH:6][N:7]=1)[C:29]([O:31][CH2:32][CH3:33])=[O:30]. (6) Given the reactants [N+:1]([C:4]1[C:5]([NH:10][C:11]2[CH:16]=[CH:15][CH:14]=[CH:13][N:12]=2)=[N:6][CH:7]=[CH:8][CH:9]=1)([O-])=O, predict the reaction product. The product is: [N:12]1[CH:13]=[CH:14][CH:15]=[CH:16][C:11]=1[NH:10][C:5]1[C:4]([NH2:1])=[CH:9][CH:8]=[CH:7][N:6]=1. (7) Given the reactants FC(F)(F)S(O[C:7]1[C:8]([CH2:27][S:28]([CH3:31])(=[O:30])=[O:29])=[CH:9][C:10]2[O:14][C:13]([C:15]3[CH:20]=[CH:19][C:18]([F:21])=[CH:17][CH:16]=3)=[C:12]([C:22](=[O:25])[NH:23][CH3:24])[C:11]=2[CH:26]=1)(=O)=O.[C:34]([O:38][C:39]([C:41]1[CH:42]=[C:43](B(O)O)[CH:44]=[CH:45][CH:46]=1)=[O:40])([CH3:37])([CH3:36])[CH3:35].C([O-])([O-])=O.[Cs+].[Cs+].O, predict the reaction product. The product is: [F:21][C:18]1[CH:17]=[CH:16][C:15]([C:13]2[O:14][C:10]3[CH:9]=[C:8]([CH2:27][S:28]([CH3:31])(=[O:29])=[O:30])[C:7]([C:45]4[CH:46]=[C:41]([CH:42]=[CH:43][CH:44]=4)[C:39]([O:38][C:34]([CH3:36])([CH3:37])[CH3:35])=[O:40])=[CH:26][C:11]=3[C:12]=2[C:22](=[O:25])[NH:23][CH3:24])=[CH:20][CH:19]=1. (8) Given the reactants [CH3:1][O:2][C:3]1[CH:12]=[CH:11][C:10]2[C:5](=[C:6]([OH:13])[CH:7]=[CH:8][CH:9]=2)[N:4]=1.Br[CH:15]([C:21]([O:23][CH2:24][CH3:25])=[O:22])[C:16]([O:18][CH2:19][CH3:20])=[O:17].C([O-])([O-])=O.[Cs+].[Cs+], predict the reaction product. The product is: [CH2:19]([O:18][C:16](=[O:17])[CH:15]([O:13][C:6]1[CH:7]=[CH:8][CH:9]=[C:10]2[C:5]=1[N:4]=[C:3]([O:2][CH3:1])[CH:12]=[CH:11]2)[C:21]([O:23][CH2:24][CH3:25])=[O:22])[CH3:20]. (9) Given the reactants [Br:1][C:2]1[N:7]=[CH:6][C:5]([OH:8])=[CH:4][N:3]=1.CC1C=CC(S(O[CH2:20][CH2:21][CH2:22][NH:23][C:24]([O:26][CH2:27][C:28]2[CH:33]=[CH:32][CH:31]=[CH:30][CH:29]=2)=[O:25])(=O)=O)=CC=1.C(=O)([O-])[O-].[K+].[K+], predict the reaction product. The product is: [Br:1][C:2]1[N:7]=[CH:6][C:5]([O:8][CH2:20][CH2:21][CH2:22][NH:23][C:24](=[O:25])[O:26][CH2:27][C:28]2[CH:33]=[CH:32][CH:31]=[CH:30][CH:29]=2)=[CH:4][N:3]=1. (10) Given the reactants [Br:1][C:2]1[CH:7]=[CH:6][C:5]([C:8]2[CH:13]=[CH:12][CH:11]=[CH:10][C:9]=2[N+:14]([O-])=O)=[CH:4][CH:3]=1.C(OP(OCC)OCC)C.[OH-].[Na+].C([O-])([O-])=O.[Na+].[Na+], predict the reaction product. The product is: [Br:1][C:2]1[CH:7]=[CH:6][C:5]2[C:8]3[C:9](=[CH:10][CH:11]=[CH:12][CH:13]=3)[NH:14][C:4]=2[CH:3]=1.